This data is from Reaction yield outcomes from USPTO patents with 853,638 reactions. The task is: Predict the reaction yield, written as a fraction of the theoretical maximum amount of product (1.0 means a 100% yield; for example, 0.34 means a 34% yield). (1) The reactants are Cl[C:2]1[N:11]=[C:10]([NH:12][CH2:13][CH:14]([C:20]2[CH:21]=[N:22][CH:23]=[CH:24][CH:25]=2)[C:15]2[NH:16][CH:17]=[CH:18][CH:19]=2)[C:9]2[C:4](=[CH:5][CH:6]=[CH:7][CH:8]=2)[N:3]=1.[CH3:26][S:27]([NH:30][C:31]1[CH:36]=[CH:35][C:34](B(O)O)=[CH:33][CH:32]=1)(=[O:29])=[O:28].C1(C(C2C=CC=CN=2)CNC2C3C(=CC=CC=3)N=C(C3C=CC(NS(C)(=O)=O)=CC=3)N=2)C=CC=CC=1. The catalyst is C(Cl)(Cl)Cl.CO. The product is [N:22]1[CH:23]=[CH:24][CH:25]=[C:20]([CH:14]([C:15]2[NH:16][CH:17]=[CH:18][CH:19]=2)[CH2:13][NH:12][C:10]2[C:9]3[C:4](=[CH:5][CH:6]=[CH:7][CH:8]=3)[N:3]=[C:2]([C:34]3[CH:33]=[CH:32][C:31]([NH:30][S:27]([CH3:26])(=[O:28])=[O:29])=[CH:36][CH:35]=3)[N:11]=2)[CH:21]=1. The yield is 0.430. (2) The reactants are [CH2:1]([CH:8]([C:14]([NH:16][C@H:17]([C:28]1[S:29][CH:30]=[C:31]([CH2:33][CH3:34])[N:32]=1)[CH2:18][C:19]1[CH:24]=[CH:23][C:22]([N+:25]([O-:27])=[O:26])=[CH:21][CH:20]=1)=[O:15])[C:9]([O:11]CC)=O)[C:2]1[CH:7]=[CH:6][CH:5]=[CH:4][CH:3]=1.C(=O)([O-])[O-].[K+].[K+].[C:41](=[N:44]O)([NH2:43])[CH3:42]. The catalyst is C1(C)C=CC=CC=1. The product is [CH2:33]([C:31]1[N:32]=[C:28]([C@@H:17]([NH:16][C:14](=[O:15])[CH:8]([C:9]2[O:11][N:44]=[C:41]([CH3:42])[N:43]=2)[CH2:1][C:2]2[CH:3]=[CH:4][CH:5]=[CH:6][CH:7]=2)[CH2:18][C:19]2[CH:20]=[CH:21][C:22]([N+:25]([O-:27])=[O:26])=[CH:23][CH:24]=2)[S:29][CH:30]=1)[CH3:34]. The yield is 0.940. (3) The reactants are [F:1][C:2]1[CH:30]=[C:29]([N+:31]([O-])=O)[CH:28]=[CH:27][C:3]=1[O:4][C:5]1[CH:10]=[CH:9][N:8]=[C:7]2[CH:11]=[C:12]([C:14]3[CH2:19][CH2:18][N:17]([C:20]([O:22][C:23]([CH3:26])([CH3:25])[CH3:24])=[O:21])[CH2:16][CH:15]=3)[S:13][C:6]=12.[Cl-].[NH4+]. The catalyst is C(O)C.O.[Fe]. The product is [NH2:31][C:29]1[CH:28]=[CH:27][C:3]([O:4][C:5]2[CH:10]=[CH:9][N:8]=[C:7]3[CH:11]=[C:12]([C:14]4[CH2:19][CH2:18][N:17]([C:20]([O:22][C:23]([CH3:25])([CH3:26])[CH3:24])=[O:21])[CH2:16][CH:15]=4)[S:13][C:6]=23)=[C:2]([F:1])[CH:30]=1. The yield is 1.00. (4) The reactants are [Cl:1][C:2]1[CH:3]=[C:4]2[C:10]([C:11]3[CH:12]=[N:13][CH:14]=[N:15][CH:16]=3)=[C:9](I)[NH:8][C:5]2=[N:6][CH:7]=1.[CH3:18][N:19]1[CH2:24][CH2:23][NH:22][CH2:21][CH2:20]1.C[C:26]([CH3:29])([O-])[CH3:27].[K+].[Cl-].[CH:32]([N+:35]1C=CN(C(C)C)C=1)(C)[CH3:33]. The catalyst is O1CCOCC1.C1C=CC(/C=C/C(/C=C/C2C=CC=CC=2)=O)=CC=1.C1C=CC(/C=C/C(/C=C/C2C=CC=CC=2)=O)=CC=1.C1C=CC(/C=C/C(/C=C/C2C=CC=CC=2)=O)=CC=1.[Pd].[Pd]. The product is [Cl:1][C:2]1[CH:3]=[C:4]2[C:10]([CH:11]3[CH:12]=[N:13][CH:14]=[N:15][CH2:16]3)=[C:9]([C:33]3[CH:32]=[N:35][C:29]([N:22]4[CH2:23][CH2:24][N:19]([CH3:18])[CH2:20][CH2:21]4)=[CH:26][CH:27]=3)[NH:8][C:5]2=[N:6][CH:7]=1. The yield is 0.220. (5) The reactants are [CH:1]1[C:9]2[N:8]3[C:10]([CH:13]4[CH:18]([CH3:19])[CH2:17][CH2:16][N:15](C(OCC5C=CC=CC=5)=O)[CH2:14]4)=[CH:11][N:12]=[C:7]3[CH:6]=[N:5][C:4]=2[NH:3][CH:2]=1.[H][H]. The catalyst is [Pd].CCO. The product is [CH3:19][CH:18]1[CH2:17][CH2:16][NH:15][CH2:14][CH:13]1[C:10]1[N:8]2[C:9]3[CH:1]=[CH:2][NH:3][C:4]=3[N:5]=[CH:6][C:7]2=[N:12][CH:11]=1. The yield is 0.830. (6) The reactants are [C:1]([O:4][C:5](=O)[CH3:6])(=[O:3])[CH3:2].C(N(CC)CC)C.[C:15]([N:18]([CH2:28]C(O)=O)[C:19]1C=[CH:26][CH:25]=[CH:24][C:20]=1C(O)=O)(=[O:17])[CH3:16]. The catalyst is O. The product is [C:15]([N:18]1[C:19]2[C:6](=[CH:26][CH:25]=[CH:24][CH:20]=2)[C:5]([O:4][C:1](=[O:3])[CH3:2])=[CH:28]1)(=[O:17])[CH3:16]. The yield is 0.860.